This data is from Peptide-MHC class II binding affinity with 134,281 pairs from IEDB. The task is: Regression. Given a peptide amino acid sequence and an MHC pseudo amino acid sequence, predict their binding affinity value. This is MHC class II binding data. (1) The MHC is DRB5_0101 with pseudo-sequence DRB5_0101. The binding affinity (normalized) is 0.572. The peptide sequence is GGGGESFGIVVAWQV. (2) The peptide sequence is AALHPFALLLVLAGWK. The MHC is HLA-DQA10201-DQB10402 with pseudo-sequence HLA-DQA10201-DQB10402. The binding affinity (normalized) is 0. (3) The peptide sequence is FTNFKVAYSKSLKEL. The MHC is H-2-IAb with pseudo-sequence H-2-IAb. The binding affinity (normalized) is 0.419. (4) The peptide sequence is EPFLKTTPRPLRLPD. The MHC is DRB1_0401 with pseudo-sequence DRB1_0401. The binding affinity (normalized) is 0.365. (5) The peptide sequence is ALAAAGLVGVLAGLAK. The MHC is HLA-DQA10501-DQB10302 with pseudo-sequence HLA-DQA10501-DQB10302. The binding affinity (normalized) is 0.403. (6) The peptide sequence is AAFHSRFVQALTTAA. The MHC is HLA-DQA10501-DQB10301 with pseudo-sequence HLA-DQA10501-DQB10301. The binding affinity (normalized) is 0.479.